This data is from Forward reaction prediction with 1.9M reactions from USPTO patents (1976-2016). The task is: Predict the product of the given reaction. Given the reactants [NH3:1].Cl.Cl.CO[C:6](=[NH:19])[C:7]1[CH:12]=[CH:11][C:10]([O:13][CH2:14][CH2:15][O:16][NH2:17])=[C:9]([NH2:18])[CH:8]=1, predict the reaction product. The product is: [NH2:18][C:9]1[CH:8]=[C:7]([CH:12]=[CH:11][C:10]=1[O:13][CH2:14][CH2:15][O:16][NH2:17])[C:6]([NH2:19])=[NH:1].